From a dataset of Forward reaction prediction with 1.9M reactions from USPTO patents (1976-2016). Predict the product of the given reaction. The product is: [OH:1][B:2]1[C:6]2[CH:7]=[C:8]([O:13][C:14]3[CH:19]=[N:18][CH:17]=[CH:16][N:15]=3)[CH:9]=[C:10]([O:11][CH3:12])[C:5]=2[CH:4]([CH2:20][C:21]([OH:23])=[O:22])[O:3]1. Given the reactants [OH:1][B:2]1[C:6]2[CH:7]=[C:8]([O:13][C:14]3[CH:19]=[N:18][CH:17]=[CH:16][N:15]=3)[CH:9]=[C:10]([O:11][CH3:12])[C:5]=2[CH:4]([CH2:20][C:21]([O:23]CC)=[O:22])[O:3]1.[OH-].[Li+].Cl, predict the reaction product.